From a dataset of Reaction yield outcomes from USPTO patents with 853,638 reactions. Predict the reaction yield, written as a fraction of the theoretical maximum amount of product (1.0 means a 100% yield; for example, 0.34 means a 34% yield). (1) The reactants are [Cl-].C[O:3]C[P+](C1C=CC=CC=1)(C1C=CC=CC=1)C1C=CC=CC=1.C1([Li])C=CC=CC=1.[CH2:31]([O:35][CH2:36][CH2:37][CH2:38][CH3:39])CCC.[Cl:40][C:41]1[CH:48]=CC(C#N)=[CH:43][CH:42]=1. The catalyst is O1CCCC1. The product is [Cl:40][C:41]1[CH:48]=[CH:39][C:38]([C:37](=[O:3])[CH2:36][O:35][CH3:31])=[CH:43][CH:42]=1. The yield is 0.510. (2) The yield is 0.200. The product is [CH3:30][C:2]1([CH3:1])[C@@H:5]([C:6]2[N:10]=[CH:9][NH:8][N:7]=2)[CH2:4][C@H:3]1[NH:17][C:18]1[C:23]([C:24]#[N:25])=[CH:22][N:21]=[C:20]([NH:32][CH2:33][CH2:34][CH:35]2[C:43]3[C:38](=[CH:39][CH:40]=[CH:41][CH:42]=3)[NH:37][C:36]2=[O:44])[N:19]=1. The reactants are [CH3:1][C:2]1([CH3:30])[C@@H:5]([C:6]2[N:10]=[CH:9][N:8](C3CCCCO3)[N:7]=2)[CH2:4][C@H:3]1[NH:17][C:18]1[C:23]([C:24]#[N:25])=[CH:22][N:21]=[C:20](S(C)(=O)=O)[N:19]=1.Cl.[NH2:32][CH2:33][CH2:34][CH:35]1[C:43]2[C:38](=[CH:39][CH:40]=[CH:41][CH:42]=2)[NH:37][C:36]1=[O:44].CCN(C(C)C)C(C)C.N. The catalyst is CN1C(=O)CCC1.O.Cl.CO.C(OCC)(=O)C.